Task: Predict the reactants needed to synthesize the given product.. Dataset: Full USPTO retrosynthesis dataset with 1.9M reactions from patents (1976-2016) (1) The reactants are: FC(F)(F)[C:3]([N:5]([C:7]1[C:15]2[C:10](=[N:11][CH:12]=[CH:13][N:14]=2)[S:9][C:8]=1[C:16]([O-:18])=[O:17])C)=O.[OH-].[K+]. Given the product [CH3:3][NH:5][C:7]1[C:15]2[C:10](=[N:11][CH:12]=[CH:13][N:14]=2)[S:9][C:8]=1[C:16]([OH:18])=[O:17], predict the reactants needed to synthesize it. (2) Given the product [O:30]1[C:31]2[C:26](=[CH:25][C:24]([C:10]3[C:11]([CH:21]4[CH2:22][CH2:23]4)=[C:12]([NH:16][S:17]([CH3:20])(=[O:19])=[O:18])[CH:13]=[C:14]([CH3:15])[C:9]=3[CH:4]([O:5][CH:6]3[CH2:7][CH2:8]3)[C:3]([OH:34])=[O:2])=[CH:33][CH:32]=2)[CH2:27][CH2:28][CH2:29]1, predict the reactants needed to synthesize it. The reactants are: C[O:2][C:3](=[O:34])[CH:4]([C:9]1[C:14]([CH3:15])=[CH:13][C:12]([NH:16][S:17]([CH3:20])(=[O:19])=[O:18])=[C:11]([CH:21]2[CH2:23][CH2:22]2)[C:10]=1[C:24]1[CH:25]=[C:26]2[C:31](=[CH:32][CH:33]=1)[O:30][CH2:29][CH2:28][CH2:27]2)[O:5][CH:6]1[CH2:8][CH2:7]1.[OH-].[Na+].O.Cl. (3) Given the product [CH2:1]([NH:8][C:9]([C:11]1[S:15][C:14]([N:16]2[CH2:21][CH2:20][CH2:19][CH:18]([CH2:25][C:26]3[CH:31]=[CH:30][CH:29]=[C:28]([F:32])[CH:27]=3)[C:17]2=[O:22])=[N:13][C:12]=1[CH3:23])=[O:10])[C:2]1[CH:7]=[CH:6][CH:5]=[CH:4][CH:3]=1, predict the reactants needed to synthesize it. The reactants are: [CH2:1]([NH:8][C:9]([C:11]1[S:15][C:14]([N:16]2[CH2:21][CH2:20][CH2:19][CH2:18][C:17]2=[O:22])=[N:13][C:12]=1[CH3:23])=[O:10])[C:2]1[CH:7]=[CH:6][CH:5]=[CH:4][CH:3]=1.Br[CH2:25][C:26]1[CH:31]=[CH:30][CH:29]=[C:28]([F:32])[CH:27]=1. (4) The reactants are: C([O:8][C:9]1[CH:14]=[CH:13][C:12]([C:15]([C:17]2[C:22](F)=[CH:21][C:20]([F:24])=[CH:19][N:18]=2)=O)=[CH:11][CH:10]=1)C1C=CC=CC=1.[CH3:25][NH:26][NH2:27].CC(O)C. Given the product [F:24][C:20]1[CH:21]=[C:22]2[N:26]([CH3:25])[N:27]=[C:15]([C:12]3[CH:13]=[CH:14][C:9]([OH:8])=[CH:10][CH:11]=3)[C:17]2=[N:18][CH:19]=1, predict the reactants needed to synthesize it. (5) Given the product [C:15]([OH:17])(=[O:16])[CH3:14].[C:1]([O:5][C:6]([N:8]1[C@H:12]([CH2:13][CH:14]([NH2:18])[C:15]([OH:17])=[O:16])[CH2:11][CH2:10][C@H:9]1[C:26]([OH:28])=[O:27])=[O:7])([CH3:4])([CH3:2])[CH3:3], predict the reactants needed to synthesize it. The reactants are: [C:1]([O:5][C:6]([N:8]1[C@H:12]([CH2:13][CH:14]([NH:18]CC2C=CC=CC=2)[C:15]([OH:17])=[O:16])[CH2:11][CH2:10][C@H:9]1[C:26]([OH:28])=[O:27])=[O:7])([CH3:4])([CH3:3])[CH3:2].[H][H]. (6) Given the product [C:1]([O:5][C:6]([N:8]1[C:17]2[C:12](=[CH:13][C:14]([C:18](=[O:19])[NH:51][C:48]3[CH:49]=[CH:50][C:45]([C:44]([O:43][CH2:41][CH3:42])=[O:52])=[CH:46][CH:47]=3)=[CH:15][CH:16]=2)[N:11]([S:21]([C:24]2[CH:29]=[C:28]([Cl:30])[CH:27]=[CH:26][C:25]=2[O:31][CH3:32])(=[O:23])=[O:22])[CH2:10][CH2:9]1)=[O:7])([CH3:4])([CH3:3])[CH3:2], predict the reactants needed to synthesize it. The reactants are: [C:1]([O:5][C:6]([N:8]1[C:17]2[C:12](=[CH:13][C:14]([C:18](O)=[O:19])=[CH:15][CH:16]=2)[N:11]([S:21]([C:24]2[CH:29]=[C:28]([Cl:30])[CH:27]=[CH:26][C:25]=2[O:31][CH3:32])(=[O:23])=[O:22])[CH2:10][CH2:9]1)=[O:7])([CH3:4])([CH3:3])[CH3:2].C(N(CC)CC)C.[Cl-].[CH2:41]([O:43][C:44](=[O:52])[C:45]1[CH:50]=[CH:49][C:48]([NH2:51])=[CH:47][CH:46]=1)[CH3:42].